From a dataset of Forward reaction prediction with 1.9M reactions from USPTO patents (1976-2016). Predict the product of the given reaction. (1) Given the reactants [F:1][C:2]1[CH:17]=[C:16]([CH:18]=O)[CH:15]=[CH:14][C:3]=1[O:4][C:5]1[N:6]=[CH:7][C:8]([C:11]([NH2:13])=[O:12])=[N:9][CH:10]=1.[CH2:20]([NH2:25])[CH2:21][CH2:22][CH2:23][CH3:24].[BH4-].[Na+], predict the reaction product. The product is: [F:1][C:2]1[CH:17]=[C:16]([CH2:18][NH:25][CH2:20][CH2:21][CH2:22][CH2:23][CH3:24])[CH:15]=[CH:14][C:3]=1[O:4][C:5]1[N:6]=[CH:7][C:8]([C:11]([NH2:13])=[O:12])=[N:9][CH:10]=1. (2) Given the reactants [BH4-].[Na+].OC(C(F)(F)F)=O.[C:10]1([C:39]2[CH:44]=[CH:43][CH:42]=[CH:41][CH:40]=2)[C:11]([C:16]([N:18]2[CH2:23][C:22](=[O:24])[CH2:21][CH2:20][CH:19]2[CH2:25][NH:26][C:27]([C:29]2[CH:30]=[CH:31][CH:32]=[C:33]3[C:38]=2[N:37]=[CH:36][CH:35]=[CH:34]3)=[O:28])=[O:17])=[CH:12][CH:13]=[CH:14][CH:15]=1, predict the reaction product. The product is: [C:10]1([C:39]2[CH:40]=[CH:41][CH:42]=[CH:43][CH:44]=2)[C:11]([C:16]([N:18]2[CH2:23][CH:22]([OH:24])[CH2:21][CH2:20][CH:19]2[CH2:25][NH:26][C:27]([C:29]2[CH:30]=[CH:31][CH:32]=[C:33]3[C:38]=2[N:37]=[CH:36][CH:35]=[CH:34]3)=[O:28])=[O:17])=[CH:12][CH:13]=[CH:14][CH:15]=1. (3) Given the reactants [CH3:1][N:2]1[CH2:15][CH2:14][C:5]2[NH:6][C:7]3[CH:8]=[CH:9][C:10]([CH3:13])=[CH:11][C:12]=3[C:4]=2[CH2:3]1.[NH2:16][C:17]1[CH:22]=[CH:21][CH:20]=[CH:19][N:18]=1.[OH-].[K+].[CH2:25](Cl)Cl, predict the reaction product. The product is: [CH3:1][N:2]1[CH2:15][CH2:14][C:5]2[N:6]([CH2:25][NH:16][C:17]3[CH:22]=[CH:21][CH:20]=[CH:19][N:18]=3)[C:7]3[CH:8]=[CH:9][C:10]([CH3:13])=[CH:11][C:12]=3[C:4]=2[CH2:3]1. (4) Given the reactants [Si:1]([O:8][CH2:9][C:10]1[N:15]=[CH:14][C:13]2[N:16]=[CH:17][N:18]([C:19]3[S:23][C:22]([C:24]([O:26]C)=O)=[C:21]([O:28][CH:29]([C:31]4[CH:36]=[CH:35][CH:34]=[CH:33][C:32]=4[CH3:37])[CH3:30])[CH:20]=3)[C:12]=2[CH:11]=1)([C:4]([CH3:7])([CH3:6])[CH3:5])([CH3:3])[CH3:2].[NH3:38], predict the reaction product. The product is: [Si:1]([O:8][CH2:9][C:10]1[N:15]=[CH:14][C:13]2[N:16]=[CH:17][N:18]([C:19]3[S:23][C:22]([C:24]([NH2:38])=[O:26])=[C:21]([O:28][CH:29]([C:31]4[CH:36]=[CH:35][CH:34]=[CH:33][C:32]=4[CH3:37])[CH3:30])[CH:20]=3)[C:12]=2[CH:11]=1)([C:4]([CH3:6])([CH3:5])[CH3:7])([CH3:3])[CH3:2]. (5) Given the reactants [NH2:1][C@@H:2]1[CH2:7][CH2:6][CH2:5][CH2:4][C@@H:3]1[NH2:8].Cl[CH2:10][C:11](O)=[O:12].C(=O)([O-])[O-].[K+].[K+], predict the reaction product. The product is: [NH:1]1[C@@H:2]2[C@@H:3]([CH2:4][CH2:5][CH2:6][CH2:7]2)[NH:8][CH2:10][C:11]1=[O:12]. (6) Given the reactants [CH3:1][CH:2]1[CH2:13][C:5]2[N:6]=[C:7]([S:11][CH3:12])[NH:8][C:9](=O)[C:4]=2[CH2:3]1.P(Cl)(Cl)([Cl:16])=O, predict the reaction product. The product is: [Cl:16][C:9]1[C:4]2[CH2:3][CH:2]([CH3:1])[CH2:13][C:5]=2[N:6]=[C:7]([S:11][CH3:12])[N:8]=1. (7) Given the reactants [C:1]([C:3]1[CH:4]=[CH:5][C:6]([C:9]([OH:11])=O)=[N:7][CH:8]=1)#[N:2].CCN(C(C)C)C(C)C.CN(C([O:28]N1N=NC2C=CC=NC1=2)=[N+](C)C)C.F[P-](F)(F)(F)(F)F.Cl.[F:46][C:47]1[C:48]([C@H:53]([C:55]2[CH:60]=[CH:59][C:58]([C:61]([F:64])([F:63])[F:62])=[CH:57][CH:56]=2)[NH2:54])=[N:49][CH:50]=[CH:51][CH:52]=1.Cl.FC(F)(F)C1C=CC([C@@H](C2C(C(F)(F)F)=CC=CN=2)N)=CC=1, predict the reaction product. The product is: [F:46][C:47]1[C:48]([C@H:53]([C:55]2[CH:60]=[CH:59][C:58]([C:61]([F:63])([F:64])[F:62])=[CH:57][CH:56]=2)[NH:54][C:9]([C:6]2[CH:5]=[CH:4][C:3]([C:1]([NH2:2])=[O:28])=[CH:8][N:7]=2)=[O:11])=[N:49][CH:50]=[CH:51][CH:52]=1.